This data is from Forward reaction prediction with 1.9M reactions from USPTO patents (1976-2016). The task is: Predict the product of the given reaction. (1) Given the reactants [CH:1]1[CH:2]=[CH:3][C:4]2[C:15](=[O:16])[C:14]3[C:9](=[C:10]([OH:18])[CH:11]=[CH:12][C:13]=3[OH:17])[C:7](=[O:8])[C:5]=2[CH:6]=1.C(=O)([O-])[O-].[K+].[K+].S([O-])(O[CH2:29][CH3:30])(=O)=O.[CH2:32](C(C)=O)[CH3:33], predict the reaction product. The product is: [CH2:32]([O:18][C:10]1[C:9]2[C:7](=[O:8])[C:5]3[C:4](=[CH:3][CH:2]=[CH:1][CH:6]=3)[C:15](=[O:16])[C:14]=2[C:13]([O:17][CH2:29][CH3:30])=[CH:12][CH:11]=1)[CH3:33]. (2) Given the reactants [CH3:1][O:2][CH2:3][C@H:4]([CH3:31])[O:5][C:6]1[CH:7]=[C:8]([C:23]2[NH:27][C:26]([C:28](O)=[O:29])=[CH:25][CH:24]=2)[CH:9]=[C:10]([O:12][C:13]2[CH:18]=[CH:17][C:16]([S:19]([CH3:22])(=[O:21])=[O:20])=[CH:15][CH:14]=2)[CH:11]=1.[NH2:32][CH2:33][C@H:34]([OH:37])[CH2:35][OH:36].CCN=C=NCCCN(C)C.Cl.Cl, predict the reaction product. The product is: [OH:37][C@H:34]([CH2:35][OH:36])[CH2:33][NH:32][C:28]([C:26]1[NH:27][C:23]([C:8]2[CH:9]=[C:10]([O:12][C:13]3[CH:18]=[CH:17][C:16]([S:19]([CH3:22])(=[O:20])=[O:21])=[CH:15][CH:14]=3)[CH:11]=[C:6]([O:5][C@@H:4]([CH3:31])[CH2:3][O:2][CH3:1])[CH:7]=2)=[CH:24][CH:25]=1)=[O:29].